Dataset: Reaction yield outcomes from USPTO patents with 853,638 reactions. Task: Predict the reaction yield, written as a fraction of the theoretical maximum amount of product (1.0 means a 100% yield; for example, 0.34 means a 34% yield). (1) The product is [Cl-:22].[C:1]([C:2]1[CH:3]=[N+:4]([C:14]2[CH:15]=[CH:16][C:17]([N+:19]([O-:21])=[O:20])=[CH:18][C:13]=2[N+:10]([O-:12])=[O:11])[CH:5]=[CH:6][CH:7]=1)(=[O:8])[NH2:9]. The yield is 0.760. The reactants are [C:1]([NH2:9])(=[O:8])[C:2]1[CH:7]=[CH:6][CH:5]=[N:4][CH:3]=1.[N+:10]([C:13]1[CH:18]=[C:17]([N+:19]([O-:21])=[O:20])[CH:16]=[CH:15][C:14]=1[Cl:22])([O-:12])=[O:11].CCOCC. The catalyst is CO. (2) The yield is 0.250. No catalyst specified. The product is [CH2:8]([N:7]([CH2:6][C:5]1[CH:12]=[CH:13][C:2]([C:33]2[C:34]3[C:35]4[CH:48]=[CH:47][S:46][C:36]=4[C:37](=[O:45])[NH:38][C:39]=3[CH:40]=[CH:41][C:42]=2[O:43][CH3:44])=[CH:3][CH:4]=1)[CH2:10][CH3:11])[CH3:9]. The reactants are Br[C:2]1[CH:13]=[CH:12][C:5]([CH2:6][N:7]([CH2:10][CH3:11])[CH2:8][CH3:9])=[CH:4][CH:3]=1.B1(B2OC(C)(C)C(C)(C)O2)OC(C)(C)C(C)(C)O1.Br[C:33]1[C:34]2[C:35]3[CH:48]=[CH:47][S:46][C:36]=3[C:37](=[O:45])[NH:38][C:39]=2[CH:40]=[CH:41][C:42]=1[O:43][CH3:44]. (3) The reactants are CCN=C=NCCCN(C)C.Cl.[C:13]([O:16][C:17]1[CH:25]=[CH:24][C:23]([Cl:26])=[CH:22][C:18]=1[C:19]([OH:21])=O)(=[O:15])[CH3:14].[NH2:27][C@@H:28]([CH2:46][C:47]1[CH:52]=[CH:51][CH:50]=[CH:49][CH:48]=1)[C:29]([NH:31][C:32]1[CH:37]=[C:36]([C:38]([F:41])([F:40])[F:39])[CH:35]=[C:34]([C:42]([F:45])([F:44])[F:43])[CH:33]=1)=[O:30].ON1C2C=CC=CC=2N=N1.Cl. The catalyst is CN(C)C=O. The product is [C:13]([O:16][C:17]1[CH:25]=[CH:24][C:23]([Cl:26])=[CH:22][C:18]=1[C:19]([NH:27][C@H:28]([C:29](=[O:30])[NH:31][C:32]1[CH:37]=[C:36]([C:38]([F:40])([F:41])[F:39])[CH:35]=[C:34]([C:42]([F:43])([F:44])[F:45])[CH:33]=1)[CH2:46][C:47]1[CH:48]=[CH:49][CH:50]=[CH:51][CH:52]=1)=[O:21])(=[O:15])[CH3:14]. The yield is 0.514. (4) The reactants are [NH2:1][C:2]1[S:3][CH:4]=[C:5]([CH2:7][C:8]([NH:10][C:11]2[CH:37]=[CH:36][C:14]([CH2:15][C@@H:16]3[CH2:20][CH2:19][C@H:18]([C@H:21]([OH:28])[C:22]4[CH:27]=[CH:26][CH:25]=[CH:24][CH:23]=4)[N:17]3C(OC(C)(C)C)=O)=[CH:13][C:12]=2[Br:38])=[O:9])[N:6]=1.C(O)(C(F)(F)F)=O.C1(C)C=CC=CC=1. The catalyst is C(Cl)Cl.C(#N)C.O.CO. The product is [NH2:1][C:2]1[S:3][CH:4]=[C:5]([CH2:7][C:8]([NH:10][C:11]2[CH:37]=[CH:36][C:14]([CH2:15][C@@H:16]3[CH2:20][CH2:19][C@H:18]([C@H:21]([OH:28])[C:22]4[CH:23]=[CH:24][CH:25]=[CH:26][CH:27]=4)[NH:17]3)=[CH:13][C:12]=2[Br:38])=[O:9])[N:6]=1. The yield is 0.880. (5) The reactants are [CH3:1][O:2][C:3]1[CH:8]=[CH:7][C:6]([C:9]2(O)[C:13]3[C:14]([CH3:34])=[C:15]([N:20]4[CH2:25][CH2:24][N:23]([C:26]5[CH:31]=[CH:30][C:29]([O:32][CH3:33])=[CH:28][CH:27]=5)[CH2:22][CH2:21]4)[C:16]([CH3:19])=[C:17]([CH3:18])[C:12]=3[O:11][C:10]2([CH3:36])[CH3:35])=[CH:5][CH:4]=1. The catalyst is C(O)C. The product is [CH3:33][O:32][C:29]1[CH:30]=[CH:31][C:26]([N:23]2[CH2:22][CH2:21][N:20]([C:15]3[C:16]([CH3:19])=[C:17]([CH3:18])[C:12]4[O:11][C:10]([CH3:36])([CH3:35])[CH:9]([C:6]5[CH:5]=[CH:4][C:3]([O:2][CH3:1])=[CH:8][CH:7]=5)[C:13]=4[C:14]=3[CH3:34])[CH2:25][CH2:24]2)=[CH:27][CH:28]=1. The yield is 0.880.